From a dataset of Full USPTO retrosynthesis dataset with 1.9M reactions from patents (1976-2016). Predict the reactants needed to synthesize the given product. (1) Given the product [CH3:24][C:23]1[NH:22][C:21](=[O:27])[C@@H:12]([CH2:13][C:14]([O:16][C:17]([CH3:20])([CH3:19])[CH3:18])=[O:15])[N:11]([S:8]([C:5]2[CH:6]=[CH:7][C:2]([CH3:1])=[CH:3][CH:4]=2)(=[O:10])=[O:9])[CH:26]=1, predict the reactants needed to synthesize it. The reactants are: [CH3:1][C:2]1[CH:7]=[CH:6][C:5]([S:8]([NH:11][C@@H:12]([C:21](=[O:27])[NH:22][CH:23]([CH3:26])[CH:24]=O)[CH2:13][C:14]([O:16][C:17]([CH3:20])([CH3:19])[CH3:18])=[O:15])(=[O:10])=[O:9])=[CH:4][CH:3]=1.O.C1(C)C=CC(S(O)(=O)=O)=CC=1. (2) Given the product [CH3:1][N:2]1[C:6]([C:7]2[CH:19]=[N:18][C:17]3[C:16]4[CH:15]=[CH:14][C:13]([C:20]([O:22][CH3:23])=[O:21])=[CH:12][C:11]=4[N:10]([C@H:31]([C:25]4[CH:30]=[CH:29][CH:28]=[CH:27][CH:26]=4)[CH:33]4[CH2:34][CH2:35][O:36][CH2:37][CH2:38]4)[C:9]=3[CH:8]=2)=[C:5]([CH3:24])[N:4]=[N:3]1, predict the reactants needed to synthesize it. The reactants are: [CH3:1][N:2]1[C:6]([C:7]2[CH:19]=[N:18][C:17]3[C:16]4[CH:15]=[CH:14][C:13]([C:20]([O:22][CH3:23])=[O:21])=[CH:12][C:11]=4[NH:10][C:9]=3[CH:8]=2)=[C:5]([CH3:24])[N:4]=[N:3]1.[C:25]1([C@@H:31]([CH:33]2[CH2:38][CH2:37][O:36][CH2:35][CH2:34]2)O)[CH:30]=[CH:29][CH:28]=[CH:27][CH:26]=1.C1(P(C2C=CC=CC=2)C2C=CC=CC=2)C=CC=CC=1.N(C(OC(C)(C)C)=O)=NC(OC(C)(C)C)=O.C(O)(C(F)(F)F)=O.